Dataset: NCI-60 drug combinations with 297,098 pairs across 59 cell lines. Task: Regression. Given two drug SMILES strings and cell line genomic features, predict the synergy score measuring deviation from expected non-interaction effect. Drug 1: C1=CN(C(=O)N=C1N)C2C(C(C(O2)CO)O)O.Cl. Drug 2: CC1=C2C(C(=O)C3(C(CC4C(C3C(C(C2(C)C)(CC1OC(=O)C(C(C5=CC=CC=C5)NC(=O)C6=CC=CC=C6)O)O)OC(=O)C7=CC=CC=C7)(CO4)OC(=O)C)O)C)OC(=O)C. Cell line: UO-31. Synergy scores: CSS=25.3, Synergy_ZIP=-3.46, Synergy_Bliss=-0.488, Synergy_Loewe=-0.125, Synergy_HSA=0.392.